The task is: Binary Classification. Given a drug SMILES string, predict its activity (active/inactive) in a high-throughput screening assay against a specified biological target.. This data is from M1 muscarinic receptor agonist screen with 61,833 compounds. (1) The molecule is O1C(Cn2nnnc2C(N2CCCC2)c2cc3c([nH]c2=O)cc2OCOc2c3)CCC1. The result is 0 (inactive). (2) The molecule is S(=O)(=O)(N1CCN(CC1)c1ccccc1)/C=C\c1ccccc1. The result is 0 (inactive). (3) The drug is S1C(Cc2nc(SCC(=O)NCc3ccc(F)cc3)n(c(=O)c12)CC)C. The result is 0 (inactive).